This data is from Reaction yield outcomes from USPTO patents with 853,638 reactions. The task is: Predict the reaction yield, written as a fraction of the theoretical maximum amount of product (1.0 means a 100% yield; for example, 0.34 means a 34% yield). (1) The reactants are [CH:1]([N:4]1[C:8]2[C:9]3[CH:10]=[CH:11][CH:12]=[CH:13][C:14]=3[O:15][C:16]3([CH2:21][CH2:20][N:19](C(OCC4C=CC=CC=4)=O)[CH2:18][CH2:17]3)[C:7]=2[CH:6]=[N:5]1)([CH3:3])[CH3:2].[H][H]. The catalyst is CO.[Pd]. The product is [CH:1]([N:4]1[C:8]2[C:9]3[CH:10]=[CH:11][CH:12]=[CH:13][C:14]=3[O:15][C:16]3([CH2:21][CH2:20][NH:19][CH2:18][CH2:17]3)[C:7]=2[CH:6]=[N:5]1)([CH3:3])[CH3:2]. The yield is 1.00. (2) The reactants are [NH2:1][C@:2]12[CH2:37][CH2:36][C@@H:35]([C:38]([CH3:40])=[CH2:39])[C@@H:3]1[C@@H:4]1[C@@:17]([CH3:20])([CH2:18][CH2:19]2)[C@@:16]2([CH3:21])[C@@H:7]([C@:8]3([CH3:34])[C@@H:13]([CH2:14][CH2:15]2)[C:12]([CH3:23])([CH3:22])[C:11]([C:24]2[CH:33]=[CH:32][C:27]([C:28]([O:30]C)=[O:29])=[CH:26][CH:25]=2)=[CH:10][CH2:9]3)[CH2:6][CH2:5]1.CN(C)CCC(N[C@]12CC[C@@H](C(C)=C)[C@@H]1[C@@H]1[C@@](C)(CC2)[C@@]2(C)[C@@H]([C@]3(C)[C@@H](CC2)C(C)(C)C(C2C=CC(C(O)=O)=CC=2)=CC3)CC1)=O.[CH2:87]([N:89]1[CH2:94][CH2:93][N:92]([CH2:95][C:96](O)=[O:97])[CH2:91][CH2:90]1)[CH3:88]. No catalyst specified. The product is [CH2:87]([N:89]1[CH2:94][CH2:93][N:92]([CH2:95][C:96]([NH:1][C@:2]23[CH2:37][CH2:36][C@@H:35]([C:38]([CH3:40])=[CH2:39])[C@@H:3]2[C@@H:4]2[C@@:17]([CH3:20])([CH2:18][CH2:19]3)[C@@:16]3([CH3:21])[C@@H:7]([C@:8]4([CH3:34])[C@@H:13]([CH2:14][CH2:15]3)[C:12]([CH3:22])([CH3:23])[C:11]([C:24]3[CH:25]=[CH:26][C:27]([C:28]([OH:30])=[O:29])=[CH:32][CH:33]=3)=[CH:10][CH2:9]4)[CH2:6][CH2:5]2)=[O:97])[CH2:91][CH2:90]1)[CH3:88]. The yield is 0.340. (3) The reactants are [Cl:1][C:2]1[C:10]([Cl:11])=[CH:9][CH:8]=[CH:7][C:3]=1[C:4]([OH:6])=[O:5].[N+:12]([O-])([OH:14])=[O:13]. The catalyst is OS(O)(=O)=O. The product is [Cl:1][C:2]1[C:10]([Cl:11])=[CH:9][C:8]([N+:12]([O-:14])=[O:13])=[CH:7][C:3]=1[C:4]([OH:6])=[O:5]. The yield is 0.440. (4) The reactants are O1CC[O:3][CH:2]1[C:6]1[CH:15]=[CH:14][C:9]([C:10]([O:12]C)=O)=[CH:8][CH:7]=1.[CH2:16]([NH:18][CH2:19][CH2:20][OH:21])[CH3:17]. No catalyst specified. The product is [CH2:16]([N:18]([CH2:19][CH2:20][OH:21])[C:2](=[O:3])[C:6]1[CH:7]=[CH:8][C:9]([CH:10]=[O:12])=[CH:14][CH:15]=1)[CH3:17]. The yield is 0.500. (5) The reactants are [F:1][C:2]([F:20])([F:19])[O:3][C:4]1[CH:9]=[CH:8][C:7]([C:10]2[N:11]=[C:12]([C:15]([NH:17][NH2:18])=[O:16])[S:13][CH:14]=2)=[CH:6][CH:5]=1.Cl.[C:22](N)(=[NH:24])[CH3:23].[OH-].[Na+]. The catalyst is C1COCC1. The product is [NH:24]=[C:22]([NH:18][NH:17][C:15]([C:12]1[S:13][CH:14]=[C:10]([C:7]2[CH:6]=[CH:5][C:4]([O:3][C:2]([F:1])([F:19])[F:20])=[CH:9][CH:8]=2)[N:11]=1)=[O:16])[CH3:23]. The yield is 0.880.